Regression. Given a peptide amino acid sequence and an MHC pseudo amino acid sequence, predict their binding affinity value. This is MHC class I binding data. From a dataset of Peptide-MHC class I binding affinity with 185,985 pairs from IEDB/IMGT. (1) The peptide sequence is MAFILGIIIT. The MHC is HLA-A02:06 with pseudo-sequence HLA-A02:06. The binding affinity (normalized) is 0.146. (2) The peptide sequence is LRQRLLRARG. The MHC is Mamu-B08 with pseudo-sequence Mamu-B08. The binding affinity (normalized) is 0.419. (3) The MHC is HLA-A02:19 with pseudo-sequence HLA-A02:19. The binding affinity (normalized) is 0.324. The peptide sequence is RVRQAWDTL. (4) The peptide sequence is EFIRIIRPDY. The MHC is HLA-A03:01 with pseudo-sequence HLA-A03:01. The binding affinity (normalized) is 0.0783. (5) The MHC is Mamu-B1001 with pseudo-sequence Mamu-B1001. The peptide sequence is WHADGRLTKKL. The binding affinity (normalized) is 0.958. (6) The peptide sequence is RKRLRLIHL. The MHC is Mamu-B03 with pseudo-sequence Mamu-B03. The binding affinity (normalized) is 0.586. (7) The peptide sequence is LSDAARLFL. The MHC is HLA-A69:01 with pseudo-sequence HLA-A69:01. The binding affinity (normalized) is 0.0847. (8) The binding affinity (normalized) is 0.0847. The peptide sequence is HSNLNDTTY. The MHC is HLA-A80:01 with pseudo-sequence HLA-A80:01. (9) The peptide sequence is YLMAWKQVL. The MHC is BoLA-T2b with pseudo-sequence BoLA-T2b. The binding affinity (normalized) is 0.0641.